Dataset: Forward reaction prediction with 1.9M reactions from USPTO patents (1976-2016). Task: Predict the product of the given reaction. (1) The product is: [ClH:34].[CH3:33][C:31]1[CH:30]=[C:4]([CH:3]=[C:2]([CH3:1])[CH:32]=1)[O:5][C:6]1[CH:11]=[CH:10][C:9]([CH2:12][OH:13])=[CH:8][C:7]=1[S:14]([N:17]1[CH2:22][CH2:21][NH:20][CH2:19][CH2:18]1)(=[O:16])=[O:15]. Given the reactants [CH3:1][C:2]1[CH:3]=[C:4]([CH:30]=[C:31]([CH3:33])[CH:32]=1)[O:5][C:6]1[CH:11]=[CH:10][C:9]([CH2:12][OH:13])=[CH:8][C:7]=1[S:14]([N:17]1[CH2:22][CH2:21][N:20](C(OC(C)(C)C)=O)[CH2:19][CH2:18]1)(=[O:16])=[O:15].[ClH:34], predict the reaction product. (2) Given the reactants [CH2:1]([O:3][C:4]1[C:9]([C:10]2[NH:11][C:12](=[O:22])[C:13]3[C:14](=[C:16]([CH2:20][CH3:21])[N:17]([CH3:19])[N:18]=3)[N:15]=2)=[CH:8][C:7]([S:23]([N:26]2[CH2:31][CH2:30][N:29]([CH2:32][CH3:33])[CH2:28][CH2:27]2)(=[O:25])=[O:24])=[CH:6][N:5]=1)C, predict the reaction product. The product is: [CH2:20]([C:16]1[N:17]([CH3:19])[N:18]=[C:13]2[C:12](=[O:22])[NH:11][C:10]([C:9]3[C:4]([O:3][CH3:1])=[N:5][CH:6]=[C:7]([S:23]([N:26]4[CH2:27][CH2:28][N:29]([CH2:32][CH3:33])[CH2:30][CH2:31]4)(=[O:24])=[O:25])[CH:8]=3)=[N:15][C:14]=12)[CH3:21]. (3) Given the reactants [CH3:1][CH:2]([CH2:27][CH3:28])/[CH:3]=[CH:4]/[C:5]([N:7]1[CH2:12][CH2:11][N:10]([C:13]2[C:22]3[C:17](=[CH:18][C:19]([C:23]([F:26])([F:25])[F:24])=[CH:20][CH:21]=3)[N:16]=[CH:15][CH:14]=2)[CH2:9][CH2:8]1)=O.COC1C=CC(P2(SP(C3C=CC(OC)=CC=3)(=S)S2)=[S:38])=CC=1, predict the reaction product. The product is: [CH3:1][CH:2]([CH2:27][CH3:28])/[CH:3]=[CH:4]/[C:5]([N:7]1[CH2:12][CH2:11][N:10]([C:13]2[C:22]3[C:17](=[CH:18][C:19]([C:23]([F:26])([F:25])[F:24])=[CH:20][CH:21]=3)[N:16]=[CH:15][CH:14]=2)[CH2:9][CH2:8]1)=[S:38]. (4) Given the reactants CCN(C(C)C)C(C)C.[F:10][C:11]1[CH:12]=[C:13]([N:18]2[CH:22]=[C:21]([C:23]([OH:25])=O)[N:20]=[N:19]2)[CH:14]=[C:15]([F:17])[CH:16]=1.C1C=CC2N(O)N=NC=2C=1.CCN=C=NCCCN(C)C.Cl.[NH2:48][CH2:49][C:50]([N:52]1[CH2:57][CH2:56][CH:55]([O:58][C:59]2[CH:60]=[N:61][CH:62]=[C:63]([Cl:65])[CH:64]=2)[CH2:54][CH2:53]1)=[O:51], predict the reaction product. The product is: [Cl:65][C:63]1[CH:64]=[C:59]([O:58][CH:55]2[CH2:54][CH2:53][N:52]([C:50](=[O:51])[CH2:49][NH:48][C:23]([C:21]3[N:20]=[N:19][N:18]([C:13]4[CH:14]=[C:15]([F:17])[CH:16]=[C:11]([F:10])[CH:12]=4)[CH:22]=3)=[O:25])[CH2:57][CH2:56]2)[CH:60]=[N:61][CH:62]=1. (5) Given the reactants [CH:1]([NH:4][C:5](=[O:18])[C:6]([N:8]1[CH2:12][CH2:11][CH:10]([C:13]([O:15]C)=[O:14])[C@@H:9]1[CH3:17])=[O:7])([CH3:3])[CH3:2].[Li+].[OH-].CO.Cl, predict the reaction product. The product is: [CH:1]([NH:4][C:5](=[O:18])[C:6]([N:8]1[CH2:12][CH2:11][CH:10]([C:13]([OH:15])=[O:14])[C@@H:9]1[CH3:17])=[O:7])([CH3:3])[CH3:2]. (6) Given the reactants [O:1]=[C:2]1[CH2:7][CH2:6][CH2:5][CH2:4][CH:3]1[C:8]([O:10][CH2:11][CH3:12])=[O:9].[Br:13]Br, predict the reaction product. The product is: [Br:13][CH:7]1[CH2:6][CH2:5][CH2:4][CH:3]([C:8]([O:10][CH2:11][CH3:12])=[O:9])[C:2]1=[O:1]. (7) Given the reactants [N+:1]([C:4]1[CH:5]=[CH:6][C:7]([C:39]2[CH:44]=[C:43]([O:45][CH3:46])[C:42]([O:47][CH3:48])=[C:41]([O:49][CH3:50])[CH:40]=2)=[C:8]([CH:38]=1)[C:9]([NH:11][CH2:12][CH2:13][NH:14][C:15](=[O:37])[C:16]1[CH:21]=[C:20]([N+:22]([O-])=O)[CH:19]=[CH:18][C:17]=1[C:25]1[CH:30]=[C:29]([O:31][CH3:32])[C:28]([O:33][CH3:34])=[C:27]([O:35][CH3:36])[CH:26]=1)=[O:10])([O-])=O, predict the reaction product. The product is: [NH2:22][C:20]1[CH:19]=[CH:18][C:17]([C:25]2[CH:26]=[C:27]([O:35][CH3:36])[C:28]([O:33][CH3:34])=[C:29]([O:31][CH3:32])[CH:30]=2)=[C:16]([CH:21]=1)[C:15]([NH:14][CH2:13][CH2:12][NH:11][C:9](=[O:10])[C:8]1[CH:38]=[C:4]([NH2:1])[CH:5]=[CH:6][C:7]=1[C:39]1[CH:40]=[C:41]([O:49][CH3:50])[C:42]([O:47][CH3:48])=[C:43]([O:45][CH3:46])[CH:44]=1)=[O:37]. (8) Given the reactants FC(F)(F)C(O)=O.[F:8][CH:9]([F:43])[O:10][C:11]1[CH:12]=[C:13]([C:17]2[CH:42]=[CH:41][C:20]3[N:21]=[C:22]([C:24]4[N:28](COCC[Si](C)(C)C)[C:27]5[CH:37]=[CH:38][CH:39]=[CH:40][C:26]=5[N:25]=4)[O:23][C:19]=3[CH:18]=2)[CH:14]=[N:15][CH:16]=1.ClCCl, predict the reaction product. The product is: [NH:25]1[C:26]2[CH:40]=[CH:39][CH:38]=[CH:37][C:27]=2[N:28]=[C:24]1[C:22]1[O:23][C:19]2[CH:18]=[C:17]([C:13]3[CH:14]=[N:15][CH:16]=[C:11]([O:10][CH:9]([F:43])[F:8])[CH:12]=3)[CH:42]=[CH:41][C:20]=2[N:21]=1. (9) Given the reactants [Cl-:1].[Mn+2:2].[Cl-].[CH2:4]([N:6]1[CH2:19][CH2:18][CH2:17][NH:16][CH2:15][CH2:14][N:13]([CH2:20][CH3:21])[CH2:12][CH2:11][CH2:10][NH:9][CH2:8][CH2:7]1)[CH3:5], predict the reaction product. The product is: [Cl-:1].[Cl-:1].[Mn+2:2].[CH2:4]([N:6]1[CH2:19][CH2:18][CH2:17][NH:16][CH2:15][CH2:14][N:13]([CH2:20][CH3:21])[CH2:12][CH2:11][CH2:10][NH:9][CH2:8][CH2:7]1)[CH3:5]. (10) Given the reactants [CH2:1]([NH:3][CH2:4]/[CH:5]=[CH:6]\[C:7]1[CH:12]=[C:11]([F:13])[CH:10]=[CH:9][C:8]=1[S:14]([NH:17][C:18]1[C:27]([C:28]([O:30][CH3:31])=[O:29])=[C:26]2[C:21]([CH:22]3[CH2:32][CH:23]3[CH2:24][O:25]2)=[CH:20][CH:19]=1)(=[O:16])=[O:15])[CH3:2].[CH3:33]OC(N(C1C(C(OC)=O)=C2C(C3CC3CO2)=CC=1)S(C1C=CC(F)=CC=1/C=C\CO)(=O)=O)=O.NC(C)C, predict the reaction product. The product is: [CH3:2][CH:1]([NH:3][CH2:4]/[CH:5]=[CH:6]\[C:7]1[CH:12]=[C:11]([F:13])[CH:10]=[CH:9][C:8]=1[S:14]([NH:17][C:18]1[C:27]([C:28]([O:30][CH3:31])=[O:29])=[C:26]2[C:21]([CH:22]3[CH2:32][CH:23]3[CH2:24][O:25]2)=[CH:20][CH:19]=1)(=[O:16])=[O:15])[CH3:33].